Predict the product of the given reaction. From a dataset of Forward reaction prediction with 1.9M reactions from USPTO patents (1976-2016). (1) Given the reactants [Cl-].[Ce+3].[Cl-].[Cl-].[BH4-:5].[Na+].[C:7]([C:11]1[CH:12]=[C:13]([PH:23](=O)[C:24]2[CH:29]=[C:28]([C:30]([CH3:33])([CH3:32])[CH3:31])[C:27]([O:34][CH3:35])=[C:26]([C:36]([CH3:39])([CH3:38])[CH3:37])[CH:25]=2)[CH:14]=[C:15]([C:19]([CH3:22])([CH3:21])[CH3:20])[C:16]=1[O:17][CH3:18])([CH3:10])([CH3:9])[CH3:8].[H-].[Al+3].[Li+].[H-].[H-].[H-].Cl, predict the reaction product. The product is: [C:30]([C:28]1[CH:29]=[C:24]([PH:23][C:13]2[CH:12]=[C:11]([C:7]([CH3:10])([CH3:9])[CH3:8])[C:16]([O:17][CH3:18])=[C:15]([C:19]([CH3:22])([CH3:21])[CH3:20])[CH:14]=2)[CH:25]=[C:26]([C:36]([CH3:39])([CH3:38])[CH3:37])[C:27]=1[O:34][CH3:35])([CH3:31])([CH3:32])[CH3:33].[BH3:5]. (2) Given the reactants [NH2:1][C@@H:2]1[CH2:7][CH2:6][C@H:5]([C:8]2[CH:9]=[C:10]([CH:16]=[CH:17][CH:18]=2)[C:11]([O:13][CH2:14][CH3:15])=[O:12])[CH2:4][CH2:3]1.[Cl:19][C:20]1[N:21]=[C:22]([C:27](O)=[O:28])[NH:23][C:24]=1[CH2:25][CH3:26].ON1C2C=CC=CC=2N=N1.Cl.C(N=C=NCCCN(C)C)C.C(N(CC)CC)C, predict the reaction product. The product is: [Cl:19][C:20]1[N:21]=[C:22]([C:27]([NH:1][C@@H:2]2[CH2:7][CH2:6][C@H:5]([C:8]3[CH:9]=[C:10]([CH:16]=[CH:17][CH:18]=3)[C:11]([O:13][CH2:14][CH3:15])=[O:12])[CH2:4][CH2:3]2)=[O:28])[NH:23][C:24]=1[CH2:25][CH3:26]. (3) Given the reactants Br[C:2]1[CH:3]=[C:4]([F:31])[C:5]([N:8]2[CH2:13][CH2:12][CH:11]([N:14]([CH:28]3[CH2:30][CH2:29]3)[C:15](=[O:27])[C:16]3[CH:21]=[CH:20][C:19]([C:22]4[O:26][CH:25]=[N:24][CH:23]=4)=[CH:18][CH:17]=3)[CH2:10][CH2:9]2)=[N:6][CH:7]=1.[CH3:32]B(O)O.C([O-])([O-])=O.[Na+].[Na+], predict the reaction product. The product is: [CH:28]1([N:14]([CH:11]2[CH2:12][CH2:13][N:8]([C:5]3[C:4]([F:31])=[CH:3][C:2]([CH3:32])=[CH:7][N:6]=3)[CH2:9][CH2:10]2)[C:15](=[O:27])[C:16]2[CH:21]=[CH:20][C:19]([C:22]3[O:26][CH:25]=[N:24][CH:23]=3)=[CH:18][CH:17]=2)[CH2:30][CH2:29]1. (4) Given the reactants [CH2:1]([N:8]1[CH2:13][CH2:12][C:11](=[O:14])[CH2:10][CH2:9]1)[C:2]1[CH:7]=[CH:6][CH:5]=[CH:4][CH:3]=1.[CH2:15]([Li])[CH2:16][CH2:17][CH3:18].CCCCCC, predict the reaction product. The product is: [CH2:1]([N:8]1[CH2:13][CH2:12][C:11]([CH2:15][CH2:16][CH2:17][CH3:18])([OH:14])[CH2:10][CH2:9]1)[C:2]1[CH:3]=[CH:4][CH:5]=[CH:6][CH:7]=1.